This data is from Reaction yield outcomes from USPTO patents with 853,638 reactions. The task is: Predict the reaction yield, written as a fraction of the theoretical maximum amount of product (1.0 means a 100% yield; for example, 0.34 means a 34% yield). (1) The reactants are [NH2:1][C:2]1[C:7]([C:8]2[N:30]([C:31]3[CH:36]=[CH:35][C:34]([C:37]4([NH:41]C(=O)OC(C)(C)C)[CH2:40][CH2:39][CH2:38]4)=[CH:33][CH:32]=3)[C:11]3=[N:12][C:13]([C:16]4[CH:21]=[CH:20][CH:19]=[C:18]([N:22]5[CH2:27][CH2:26][O:25][C@@H:24]([CH2:28][OH:29])[CH2:23]5)[CH:17]=4)=[CH:14][CH:15]=[C:10]3[N:9]=2)=[CH:6][CH:5]=[CH:4][N:3]=1.[ClH:49].O1CCOCC1. The catalyst is C(Cl)Cl. The product is [ClH:49].[ClH:49].[ClH:49].[NH2:41][C:37]1([C:34]2[CH:35]=[CH:36][C:31]([N:30]3[C:11]4=[N:12][C:13]([C:16]5[CH:17]=[C:18]([N:22]6[CH2:27][CH2:26][O:25][C@@H:24]([CH2:28][OH:29])[CH2:23]6)[CH:19]=[CH:20][CH:21]=5)=[CH:14][CH:15]=[C:10]4[N:9]=[C:8]3[C:7]3[C:2]([NH2:1])=[N:3][CH:4]=[CH:5][CH:6]=3)=[CH:32][CH:33]=2)[CH2:38][CH2:39][CH2:40]1. The yield is 0.827. (2) The reactants are [NH2:1][C:2]1[CH:7]=[C:6]([Cl:8])[CH:5]=[CH:4][C:3]=1[SH:9].Br[CH2:11][C:12]1[CH:17]=[CH:16][CH:15]=[CH:14][CH:13]=1.C([O-])([O-])=O.[K+].[K+]. The catalyst is CN(C=O)C. The product is [CH2:11]([S:9][C:3]1[CH:4]=[CH:5][C:6]([Cl:8])=[CH:7][C:2]=1[NH2:1])[C:12]1[CH:17]=[CH:16][CH:15]=[CH:14][CH:13]=1. The yield is 0.330. (3) The reactants are [F:1][C:2]([F:19])([F:18])[C@@H:3]([OH:17])[CH2:4][N:5]1[CH2:10][CH2:9][CH2:8][CH:7]([C:11]2[O:15][N:14]=[C:13]([CH3:16])[N:12]=2)[CH2:6]1.[Cl:20][C:21]1[CH:26]=[CH:25][C:24]([N:27]=[C:28]=[O:29])=[CH:23][CH:22]=1. The catalyst is C(#N)C. The product is [F:19][C:2]([F:18])([F:1])[C@@H:3]([O:17][C:28](=[O:29])[NH:27][C:24]1[CH:25]=[CH:26][C:21]([Cl:20])=[CH:22][CH:23]=1)[CH2:4][N:5]1[CH2:10][CH2:9][CH2:8][CH:7]([C:11]2[O:15][N:14]=[C:13]([CH3:16])[N:12]=2)[CH2:6]1. The yield is 0.870. (4) The reactants are [F:1][C:2]([F:7])([F:6])[C:3](O)=O.[CH:8]([N:11]1[C:15]([C:16]2[N:25]=[C:24]3[N:18]([CH2:19][CH2:20][O:21][C:22]4[CH:29]=[C:28]([CH:30]5[CH2:35][CH2:34][NH:33][CH2:32][CH2:31]5)[CH:27]=[CH:26][C:23]=43)[CH:17]=2)=[N:14][CH:13]=[N:12]1)([CH3:10])[CH3:9].FC(F)(F)S(OCC(F)(F)F)(=O)=O. The catalyst is C1COCC1. The product is [CH:8]([N:11]1[C:15]([C:16]2[N:25]=[C:24]3[C:23]4[CH:26]=[CH:27][C:28]([CH:30]5[CH2:35][CH2:34][N:33]([CH2:3][C:2]([F:7])([F:6])[F:1])[CH2:32][CH2:31]5)=[CH:29][C:22]=4[O:21][CH2:20][CH2:19][N:18]3[CH:17]=2)=[N:14][CH:13]=[N:12]1)([CH3:10])[CH3:9]. The yield is 0.230.